The task is: Regression/Classification. Given a drug SMILES string, predict its absorption, distribution, metabolism, or excretion properties. Task type varies by dataset: regression for continuous measurements (e.g., permeability, clearance, half-life) or binary classification for categorical outcomes (e.g., BBB penetration, CYP inhibition). Dataset: cyp2d6_veith.. This data is from CYP2D6 inhibition data for predicting drug metabolism from PubChem BioAssay. (1) The molecule is N#CC1=C(N)SC(N)=C(C#N)C1c1cccc(O)c1. The result is 0 (non-inhibitor). (2) The drug is COCCn1c(=O)c(-c2cc(F)cc(F)c2)nc2cnc(Oc3ccccc3)nc21. The result is 0 (non-inhibitor). (3) The drug is Cc1ccc(-c2nn3c(C)nnc3c3ccccc23)cc1S(=O)(=O)NCCN1CCOCC1. The result is 0 (non-inhibitor).